This data is from Reaction yield outcomes from USPTO patents with 853,638 reactions. The task is: Predict the reaction yield, written as a fraction of the theoretical maximum amount of product (1.0 means a 100% yield; for example, 0.34 means a 34% yield). (1) The reactants are [OH-:1].[K+].[Na+].[NH2:4][C:5]1[CH:14]=[C:13]2[C:8]([CH:9]=[CH:10][C:11](S([O-])(=O)=O)=[CH:12]2)=[CH:7][CH:6]=1.Cl. The catalyst is [Ni].O. The product is [NH2:4][C:5]1[CH:14]=[C:13]2[C:8]([CH:9]=[CH:10][C:11]([OH:1])=[CH:12]2)=[CH:7][CH:6]=1. The yield is 0.360. (2) The reactants are [Cl:1][C:2]1[O:6][C:5]([CH2:7][C:8]2[CH:15]=[CH:14][C:11]([CH:12]=O)=[CH:10][CH:9]=2)=[CH:4][CH:3]=1.[N+:16]([CH3:19])([O-:18])=[O:17].C([O-])(=O)C.[NH4+].[BH4-].[Na+]. The catalyst is O.C(O)(=O)C. The product is [Cl:1][C:2]1[O:6][C:5]([CH2:7][C:8]2[CH:15]=[CH:14][C:11]([CH2:12][CH2:19][N+:16]([O-:18])=[O:17])=[CH:10][CH:9]=2)=[CH:4][CH:3]=1. The yield is 0.620. (3) The catalyst is CN(C)C=O. The reactants are [Br:1][C:2]1[C:10]2[C:5](=[CH:6][CH:7]=[C:8]([C:11]#[N:12])[CH:9]=2)[NH:4][N:3]=1.[C:13](=O)([O-])[O-].[K+].[K+].CI. The product is [Br:1][C:2]1[C:10]2[C:5](=[CH:6][CH:7]=[C:8]([C:11]#[N:12])[CH:9]=2)[N:4]([CH3:13])[N:3]=1. The yield is 0.230.